The task is: Regression. Given two drug SMILES strings and cell line genomic features, predict the synergy score measuring deviation from expected non-interaction effect.. This data is from NCI-60 drug combinations with 297,098 pairs across 59 cell lines. (1) Drug 1: C1=C(C(=O)NC(=O)N1)F. Drug 2: C1=NNC2=C1C(=O)NC=N2. Cell line: M14. Synergy scores: CSS=35.9, Synergy_ZIP=-3.26, Synergy_Bliss=-1.18, Synergy_Loewe=-12.1, Synergy_HSA=-0.679. (2) Drug 1: C1C(C(OC1N2C=NC(=NC2=O)N)CO)O. Drug 2: CC1C(C(CC(O1)OC2CC(CC3=C2C(=C4C(=C3O)C(=O)C5=CC=CC=C5C4=O)O)(C(=O)C)O)N)O. Cell line: NCI/ADR-RES. Synergy scores: CSS=19.7, Synergy_ZIP=-4.70, Synergy_Bliss=2.08, Synergy_Loewe=-1.96, Synergy_HSA=3.28. (3) Drug 1: C1=C(C(=O)NC(=O)N1)F. Drug 2: C(CCl)NC(=O)N(CCCl)N=O. Cell line: NCI-H522. Synergy scores: CSS=4.50, Synergy_ZIP=-8.75, Synergy_Bliss=-12.7, Synergy_Loewe=-18.6, Synergy_HSA=-13.7. (4) Drug 1: C1=NC2=C(N=C(N=C2N1C3C(C(C(O3)CO)O)O)F)N. Drug 2: CC(C)NC(=O)C1=CC=C(C=C1)CNNC.Cl. Cell line: OVCAR-8. Synergy scores: CSS=20.9, Synergy_ZIP=4.19, Synergy_Bliss=-2.85, Synergy_Loewe=-27.9, Synergy_HSA=-2.81.